Dataset: TCR-epitope binding with 47,182 pairs between 192 epitopes and 23,139 TCRs. Task: Binary Classification. Given a T-cell receptor sequence (or CDR3 region) and an epitope sequence, predict whether binding occurs between them. (1) The epitope is RIFTIGTVTLK. The TCR CDR3 sequence is CASRQGPYEQYF. Result: 0 (the TCR does not bind to the epitope). (2) The epitope is FLYNLLTRV. The TCR CDR3 sequence is CASSLGIAGPYNEQFF. Result: 1 (the TCR binds to the epitope). (3) The epitope is WICLLQFAY. The TCR CDR3 sequence is CASSAGTINTGELFF. Result: 0 (the TCR does not bind to the epitope). (4) The epitope is KLNVGDYFV. The TCR CDR3 sequence is CASSGGTYYEQYF. Result: 1 (the TCR binds to the epitope).